Dataset: Full USPTO retrosynthesis dataset with 1.9M reactions from patents (1976-2016). Task: Predict the reactants needed to synthesize the given product. (1) The reactants are: [CH3:1][NH2:2].S(C1C=CC(C)=CC=1)(O[CH2:7][CH2:8][CH2:9][CH2:10][CH2:11][CH2:12][C:13]([F:31])([F:30])[C:14]([F:29])([F:28])[C:15]([F:27])([F:26])[C:16]([F:25])([F:24])[C:17]([F:23])([F:22])[C:18]([F:21])([F:20])[F:19])(=O)=O. Given the product [CH3:1][NH:2][CH2:7][CH2:8][CH2:9][CH2:10][CH2:11][CH2:12][C:13]([F:31])([F:30])[C:14]([F:29])([F:28])[C:15]([F:27])([F:26])[C:16]([F:25])([F:24])[C:17]([F:23])([F:22])[C:18]([F:21])([F:20])[F:19], predict the reactants needed to synthesize it. (2) Given the product [OH:1][C:2]1[CH:3]=[C:4]([CH:8]=[CH:9][CH:10]=1)[C:5]([NH:16][CH3:15])=[O:6], predict the reactants needed to synthesize it. The reactants are: [OH:1][C:2]1[CH:3]=[C:4]([CH:8]=[CH:9][CH:10]=1)[C:5](O)=[O:6].O=S(Cl)Cl.[CH3:15][NH2:16].C1COCC1. (3) Given the product [Br:16][C:14]1[CH:15]=[C:10]([OH:9])[CH:11]=[C:12]([Br:34])[C:13]=1[O:17][C:18]1[CH:23]=[CH:22][C:21]([O:24][CH3:25])=[C:20]([CH2:26][C:27]2[CH:32]=[CH:31][C:30]([F:33])=[CH:29][CH:28]=2)[CH:19]=1, predict the reactants needed to synthesize it. The reactants are: C([O:9][C:10]1[CH:15]=[C:14]([Br:16])[C:13]([O:17][C:18]2[CH:23]=[CH:22][C:21]([O:24][CH3:25])=[C:20]([CH2:26][C:27]3[CH:32]=[CH:31][C:30]([F:33])=[CH:29][CH:28]=3)[CH:19]=2)=[C:12]([Br:34])[CH:11]=1)(=O)C1C=CC=CC=1.[OH-].[Na+].C(OCC)(=O)C. (4) The reactants are: [OH:1][C:2]1[CH2:7][CH2:6][N:5]([CH2:8][C:9]2[CH:14]=[CH:13][C:12]([F:15])=[CH:11][CH:10]=2)[C:4](=[O:16])[C:3]=1[C:17]([O:19][CH2:20][CH3:21])=[O:18].C(N(C(C)C)CC)(C)C.[F:31][C:32]([F:45])([F:44])[S:33](O[S:33]([C:32]([F:45])([F:44])[F:31])(=[O:35])=[O:34])(=[O:35])=[O:34]. Given the product [F:15][C:12]1[CH:11]=[CH:10][C:9]([CH2:8][N:5]2[CH2:6][CH2:7][C:2]([O:1][S:33]([C:32]([F:45])([F:44])[F:31])(=[O:35])=[O:34])=[C:3]([C:17]([O:19][CH2:20][CH3:21])=[O:18])[C:4]2=[O:16])=[CH:14][CH:13]=1, predict the reactants needed to synthesize it. (5) Given the product [CH:1]([N:4]1[C:8]([C:9]2[N:18]=[C:17]3[N:11]([CH2:12][CH2:13][O:14][C:15]4[CH:22]=[CH:21][C:20]([S:23][CH:24]5[CH2:29][CH2:28][N:27]([C:31]([CH3:36])([CH3:35])[C:32]([NH2:34])=[O:33])[CH2:26][CH2:25]5)=[CH:19][C:16]=43)[CH:10]=2)=[N:7][CH:6]=[N:5]1)([CH3:3])[CH3:2], predict the reactants needed to synthesize it. The reactants are: [CH:1]([N:4]1[C:8]([C:9]2[N:18]=[C:17]3[N:11]([CH2:12][CH2:13][O:14][C:15]4[CH:22]=[CH:21][C:20]([S:23][CH:24]5[CH2:29][CH2:28][NH:27][CH2:26][CH2:25]5)=[CH:19][C:16]=43)[CH:10]=2)=[N:7][CH:6]=[N:5]1)([CH3:3])[CH3:2].Br[C:31]([CH3:36])([CH3:35])[C:32]([NH2:34])=[O:33].C([O-])([O-])=O.[Cs+].[Cs+]. (6) Given the product [F:26][C:2]([F:1])([F:25])[C:3]1[C:4]2[N:5]([C:19]([C:22]3[O:23][N:40]=[C:29]([C:30]4[CH:31]=[C:32]([S:36]([NH2:37])(=[O:38])=[O:39])[CH:33]=[CH:34][CH:35]=4)[N:28]=3)=[CH:20][N:21]=2)[CH:6]=[C:7]([C:9]2[CH:14]=[CH:13][C:12]([C:15]([F:17])([F:18])[F:16])=[CH:11][CH:10]=2)[CH:8]=1, predict the reactants needed to synthesize it. The reactants are: [F:1][C:2]([F:26])([F:25])[C:3]1[C:4]2[N:5]([C:19]([C:22](O)=[O:23])=[CH:20][N:21]=2)[CH:6]=[C:7]([C:9]2[CH:14]=[CH:13][C:12]([C:15]([F:18])([F:17])[F:16])=[CH:11][CH:10]=2)[CH:8]=1.O[NH:28][C:29](=[NH:40])[C:30]1[CH:35]=[CH:34][CH:33]=[C:32]([S:36](=[O:39])(=[O:38])[NH2:37])[CH:31]=1.